Task: Predict the product of the given reaction.. Dataset: Forward reaction prediction with 1.9M reactions from USPTO patents (1976-2016) (1) Given the reactants [CH3:1][O:2][C:3]1[CH:8]=[CH:7][C:6]([N+:9]([O-:11])=[O:10])=[CH:5][C:4]=1[OH:12].[CH:13]1(Br)[CH2:17][CH2:16][CH2:15][CH2:14]1.C(=O)([O-])[O-].[K+].[K+].C(=O)(O)[O-].[Na+], predict the reaction product. The product is: [CH:13]1([O:12][C:4]2[CH:5]=[C:6]([N+:9]([O-:11])=[O:10])[CH:7]=[CH:8][C:3]=2[O:2][CH3:1])[CH2:17][CH2:16][CH2:15][CH2:14]1. (2) Given the reactants [NH2:1][C:2]1[CH:7]=[CH:6][C:5]([C:8]2[N:9]=[C:10]([N:21]3[CH2:26][CH2:25][O:24][CH2:23][C@@H:22]3[CH3:27])[C:11]3[CH2:17][CH2:16][N:15]([C:18](=[O:20])[CH3:19])[CH2:14][C:12]=3[N:13]=2)=[CH:4][CH:3]=1.[O:28]1CCOC[CH2:29]1.C(N(CC)CC)C.C(Cl)(Cl)=O.[CH2:45]([CH2:47][NH2:48])[OH:46], predict the reaction product. The product is: [C:18]([N:15]1[CH2:16][CH2:17][C:11]2[C:10]([N:21]3[CH2:26][CH2:25][O:24][CH2:23][C@@H:22]3[CH3:27])=[N:9][C:8]([C:5]3[CH:4]=[CH:3][C:2]([NH:1][C:29]([NH:48][CH2:47][CH2:45][OH:46])=[O:28])=[CH:7][CH:6]=3)=[N:13][C:12]=2[CH2:14]1)(=[O:20])[CH3:19].